This data is from Full USPTO retrosynthesis dataset with 1.9M reactions from patents (1976-2016). The task is: Predict the reactants needed to synthesize the given product. (1) Given the product [Br:19][CH2:20][CH2:21][CH2:22][N:12]1[C:1](=[O:11])[C:2]2[C:3](=[CH:7][CH:8]=[CH:9][CH:10]=2)[C:4]1=[O:5], predict the reactants needed to synthesize it. The reactants are: [C:1]([NH2:12])(=[O:11])[C:2]1[C:3](=[CH:7][CH:8]=[CH:9][CH:10]=1)[C:4](N)=[O:5].C([O-])([O-])=O.[K+].[K+].[Br:19][CH2:20][CH2:21][CH2:22]Br. (2) The reactants are: [Cl:1][C:2]1[CH:3]=[C:4]([NH:11][C:12]2[CH:17]=[CH:16][CH:15]=[C:14]([N:18]3[CH2:22][CH2:21][CH2:20][CH:19]3[CH3:23])[N:13]=2)[C:5]2[N:6]([CH:8]=[CH:9][N:10]=2)[N:7]=1.[F:24][C:25]([F:36])([F:35])[C:26]1[CH:31]=[CH:30][CH:29]=[CH:28][C:27]=1B(O)O.CC(C1C=C(C(C)C)C(C2C=CC=CC=2P(C2CCCCC2)C2CCCCC2)=C(C(C)C)C=1)C.C([O-])([O-])=O.[Na+].[Na+]. Given the product [ClH:1].[CH3:23][CH:19]1[CH2:20][CH2:21][CH2:22][N:18]1[C:14]1[N:13]=[C:12]([NH:11][C:4]2[C:5]3[N:6]([CH:8]=[CH:9][N:10]=3)[N:7]=[C:2]([C:27]3[CH:28]=[CH:29][CH:30]=[CH:31][C:26]=3[C:25]([F:36])([F:35])[F:24])[CH:3]=2)[CH:17]=[CH:16][CH:15]=1, predict the reactants needed to synthesize it. (3) Given the product [CH:1]1([N:4]2[CH:8]=[CH:9][C:10]([C:11]([O:13][CH2:14][CH3:15])=[O:12])=[N:5]2)[CH2:3][CH2:2]1, predict the reactants needed to synthesize it. The reactants are: [CH:1]1([NH:4][NH2:5])[CH2:3][CH2:2]1.CN(C)[CH:8]=[CH:9][C:10](=O)[C:11]([O:13][CH2:14][CH3:15])=[O:12]. (4) Given the product [CH:10]1([CH2:9][N:8]([CH2:13][C:14]2[CH:23]=[CH:22][C:17]([C:18]([O:20][CH3:21])=[O:19])=[CH:16][CH:15]=2)[C:6](=[O:7])[C:5]2[CH:24]=[CH:25][C:2]([O:33][C:30]3[CH:31]=[CH:32][C:27]([F:26])=[CH:28][C:29]=3[O:34][CH3:35])=[CH:3][CH:4]=2)[CH2:12][CH2:11]1, predict the reactants needed to synthesize it. The reactants are: Br[C:2]1[CH:25]=[CH:24][C:5]([C:6]([N:8]([CH2:13][C:14]2[CH:23]=[CH:22][C:17]([C:18]([O:20][CH3:21])=[O:19])=[CH:16][CH:15]=2)[CH2:9][CH:10]2[CH2:12][CH2:11]2)=[O:7])=[CH:4][CH:3]=1.[F:26][C:27]1[CH:32]=[CH:31][C:30]([OH:33])=[C:29]([O:34][CH3:35])[CH:28]=1.C1(O)C=CC=CC=1.